Dataset: Catalyst prediction with 721,799 reactions and 888 catalyst types from USPTO. Task: Predict which catalyst facilitates the given reaction. (1) Reactant: [Si]([O:8][C@@H:9]1[C@@:26]2([CH3:27])[C:13](=[CH:14][CH:15]=[C:16]3[C@@H:25]2[CH2:24][CH2:23][C@@:21]2([CH3:22])[C@H:17]3[CH2:18][CH2:19][C@@H:20]2[CH2:28][OH:29])[CH2:12][C@@H:11]([O:30][Si](C(C)(C)C)(C)C)[CH2:10]1)(C(C)(C)C)(C)C.O1CCCC1.[F-].C([N+](CCCC)(CCCC)CCCC)CCC. Product: [OH:8][C@@H:9]1[C@@:26]2([CH3:27])[C:13](=[CH:14][CH:15]=[C:16]3[C@@H:25]2[CH2:24][CH2:23][C@@:21]2([CH3:22])[C@H:17]3[CH2:18][CH2:19][C@@H:20]2[CH2:28][OH:29])[CH2:12][C@@H:11]([OH:30])[CH2:10]1. The catalyst class is: 13. (2) The catalyst class is: 6. Product: [Cl:1][C:2]1[CH:7]=[CH:6][C:5]([C:8]2[C:16]3[S:15][CH:14]=[N:13][C:12]=3[CH:11]=[C:10]([CH3:9])[C:27]=2[C@H:26]([OH:30])[CH2:28][OH:21])=[CH:4][CH:3]=1. Reactant: [Cl:1][C:2]1[CH:7]=[CH:6][C:5]([C:8]2[C:16]3[S:15][CH:14]=[N:13][C:12]=3[CH:11]=[C:10](C)[C:9]=2C=C)=[CH:4][CH:3]=1.S([O-])([O-])=[O:21].[Na+].[Na+].[C:26]([OH:30])(C)([CH3:28])[CH3:27]. (3) Reactant: [C:1]([N:8]1[CH2:13][CH2:12][N:11]([C:14]2[CH:19]=[CH:18][CH:17]=[CH:16][C:15]=2[NH:20][CH2:21][CH:22]([CH3:24])[CH3:23])[CH2:10][CH2:9]1)([O:3][C:4]([CH3:7])([CH3:6])[CH3:5])=[O:2].CCN(CC)CC.[C:32](OC(=O)C)(=[O:34])[CH3:33]. Product: [C:1]([N:8]1[CH2:13][CH2:12][N:11]([C:14]2[CH:19]=[CH:18][CH:17]=[CH:16][C:15]=2[N:20]([C:32](=[O:34])[CH3:33])[CH2:21][CH:22]([CH3:24])[CH3:23])[CH2:10][CH2:9]1)([O:3][C:4]([CH3:7])([CH3:6])[CH3:5])=[O:2]. The catalyst class is: 79. (4) Reactant: [CH3:1][O:2][C:3]1[CH:4]=[C:5]([CH:9]=[CH:10][C:11]=1[O:12][CH3:13])[C:6]([OH:8])=O.C(Cl)CCl.C1C=CC2N(O)N=NC=2C=1.CN1CCOCC1.[C:35]([O:39][C:40](=[O:50])[NH:41][C:42]1[CH:47]=[CH:46][CH:45]=[C:44]([CH2:48][NH2:49])[CH:43]=1)([CH3:38])([CH3:37])[CH3:36]. Product: [C:35]([O:39][C:40](=[O:50])[NH:41][C:42]1[CH:47]=[CH:46][CH:45]=[C:44]([CH2:48][NH:49][C:6](=[O:8])[C:5]2[CH:9]=[CH:10][C:11]([O:12][CH3:13])=[C:3]([O:2][CH3:1])[CH:4]=2)[CH:43]=1)([CH3:38])([CH3:36])[CH3:37]. The catalyst class is: 174.